This data is from Forward reaction prediction with 1.9M reactions from USPTO patents (1976-2016). The task is: Predict the product of the given reaction. (1) Given the reactants [CH3:1][N:2]([CH2:15][CH2:16][N:17]1[CH2:22][CH2:21][O:20][CH2:19][CH2:18]1)[C:3]([C:5]1[S:13][C:12]2[C:7](=[N:8][CH:9]=[CH:10][C:11]=2Cl)[CH:6]=1)=[O:4].[CH3:23][C:24]1[NH:25][C:26]2[C:31]([CH:32]=1)=[CH:30][C:29]([NH2:33])=[CH:28][CH:27]=2, predict the reaction product. The product is: [CH3:1][N:2]([CH2:15][CH2:16][N:17]1[CH2:22][CH2:21][O:20][CH2:19][CH2:18]1)[C:3]([C:5]1[S:13][C:12]2[C:7](=[N:8][CH:9]=[CH:10][C:11]=2[NH:33][C:29]2[CH:30]=[C:31]3[C:26](=[CH:27][CH:28]=2)[NH:25][C:24]([CH3:23])=[CH:32]3)[CH:6]=1)=[O:4]. (2) The product is: [C:19]([C:23]1[CH:33]=[CH:32][C:26]([C:27]([O:29][CH2:30][N:15]2[C:14](=[O:16])[O:13][N:12]=[C:11]2[C:7]2[CH:6]=[C:5]([C:4]([F:3])([F:17])[F:18])[CH:10]=[CH:9][N:8]=2)=[O:28])=[CH:25][CH:24]=1)([CH3:22])([CH3:20])[CH3:21]. Given the reactants [H-].[Na+].[F:3][C:4]([F:18])([F:17])[C:5]1[CH:10]=[CH:9][N:8]=[C:7]([C:11]2[NH:12][O:13][C:14](=[O:16])[N:15]=2)[CH:6]=1.[C:19]([C:23]1[CH:33]=[CH:32][C:26]([C:27]([O:29][CH2:30]Cl)=[O:28])=[CH:25][CH:24]=1)([CH3:22])([CH3:21])[CH3:20].[Cl-].[NH4+], predict the reaction product. (3) Given the reactants C([O:5][C:6](=[O:35])[C:7]([S:10][C:11]1[S:12][CH:13]=[C:14]([CH2:16][CH2:17][N:18]([CH2:27][C:28]2[CH:33]=[CH:32][CH:31]=[C:30]([Br:34])[CH:29]=2)[C:19]2[N:24]=[CH:23][C:22]([CH2:25][CH3:26])=[CH:21][N:20]=2)[N:15]=1)([CH3:9])[CH3:8])(C)(C)C.FC(F)(F)C(O)=O, predict the reaction product. The product is: [Br:34][C:30]1[CH:29]=[C:28]([CH:33]=[CH:32][CH:31]=1)[CH2:27][N:18]([C:19]1[N:20]=[CH:21][C:22]([CH2:25][CH3:26])=[CH:23][N:24]=1)[CH2:17][CH2:16][C:14]1[N:15]=[C:11]([S:10][C:7]([CH3:9])([CH3:8])[C:6]([OH:35])=[O:5])[S:12][CH:13]=1. (4) Given the reactants [OH:1][C:2]1[N:6]([C:7]2[CH:12]=[C:11]([C:13]#[N:14])[CH:10]=[CH:9][N:8]=2)[N:5]=[CH:4][CH:3]=1.[F:15][C:16]1([F:24])[CH2:21][CH2:20][CH:19]([CH2:22]O)[CH2:18][CH2:17]1, predict the reaction product. The product is: [F:15][C:16]1([F:24])[CH2:21][CH2:20][CH:19]([CH2:22][O:1][C:2]2[N:6]([C:7]3[CH:12]=[C:11]([C:13]#[N:14])[CH:10]=[CH:9][N:8]=3)[N:5]=[CH:4][CH:3]=2)[CH2:18][CH2:17]1. (5) Given the reactants [OH:1][C:2]1([C:6]2[NH:7][C:8]([C:12]3[CH:13]=[C:14]([CH:29]=[CH:30][C:31]=3[CH3:32])[C:15]([N:17]3[CH2:20][CH:19]([C:21]4[CH:28]=[CH:27][C:24]([C:25]#[N:26])=[CH:23][CH:22]=4)[CH2:18]3)=[O:16])=[C:9]([CH3:11])[N:10]=2)[CH2:5][O:4][CH2:3]1.I[C:34]1N(COCC[Si](C)(C)C)C(C2(OC)COC2)=NC=1C.IC1N(COCC[Si](C)(C)C)C(C2(O)COC2)=NC=1C, predict the reaction product. The product is: [CH3:34][O:1][C:2]1([C:6]2[NH:7][C:8]([C:12]3[CH:13]=[C:14]([CH:29]=[CH:30][C:31]=3[CH3:32])[C:15]([N:17]3[CH2:18][CH:19]([C:21]4[CH:28]=[CH:27][C:24]([C:25]#[N:26])=[CH:23][CH:22]=4)[CH2:20]3)=[O:16])=[C:9]([CH3:11])[N:10]=2)[CH2:3][O:4][CH2:5]1. (6) Given the reactants [C:1](Cl)(Cl)=[O:2].C(N(CC)CC)C.[Cl:12][C:13]1[CH:18]=[CH:17][C:16]([CH:19]2[CH:23]([C:24]3[CH:29]=[CH:28][C:27]([Cl:30])=[CH:26][CH:25]=3)[NH:22][C:21]([C:31]3[CH:36]=[CH:35][C:34]([O:37][CH3:38])=[CH:33][C:32]=3[O:39][CH:40]3[CH2:44][CH2:43][CH2:42][CH2:41]3)=[N:20]2)=[CH:15][CH:14]=1.[NH:45]1[CH2:50][CH2:49][NH:48][CH2:47][CH2:46]1.C(=O)(O)[O-].[Na+], predict the reaction product. The product is: [Cl:12][C:13]1[CH:14]=[CH:15][C:16]([CH:19]2[CH:23]([C:24]3[CH:25]=[CH:26][C:27]([Cl:30])=[CH:28][CH:29]=3)[N:22]([C:1]([N:45]3[CH2:50][CH2:49][NH:48][CH2:47][CH2:46]3)=[O:2])[C:21]([C:31]3[CH:36]=[CH:35][C:34]([O:37][CH3:38])=[CH:33][C:32]=3[O:39][CH:40]3[CH2:41][CH2:42][CH2:43][CH2:44]3)=[N:20]2)=[CH:17][CH:18]=1. (7) Given the reactants [O:1]1[CH:5]=[CH:4][CH:3]=[C:2]1[C:6]1[CH:25]=[CH:24][C:9]([C:10]([N:12]([CH2:16][C:17]2[CH:22]=[CH:21][CH:20]=[CH:19][C:18]=2[OH:23])[CH:13]([CH3:15])[CH3:14])=[O:11])=[CH:8][CH:7]=1.C(=O)([O-])[O-].[K+].[K+].Br[CH2:33][CH2:34][CH2:35][CH2:36][C:37]#[N:38].O, predict the reaction product. The product is: [C:37]([CH2:36][CH2:35][CH2:34][CH2:33][O:23][C:18]1[CH:19]=[CH:20][CH:21]=[CH:22][C:17]=1[CH2:16][N:12]([CH:13]([CH3:15])[CH3:14])[C:10](=[O:11])[C:9]1[CH:8]=[CH:7][C:6]([C:2]2[O:1][CH:5]=[CH:4][CH:3]=2)=[CH:25][CH:24]=1)#[N:38]. (8) Given the reactants [S:1]1[CH:5]=[CH:4][CH:3]=[C:2]1[C:6](Cl)=[O:7].[Cl:9][C:10]1[CH:11]=[C:12]2[C:17](=[CH:18][CH:19]=1)[N:16]([CH2:20][C:21]1[CH:26]=[CH:25][C:24]([F:27])=[CH:23][CH:22]=1)[C:15](=[O:28])[C:14]([C:29]#[N:30])=[C:13]2[N:31]1[CH2:36][CH2:35][NH:34][CH2:33][CH2:32]1, predict the reaction product. The product is: [Cl:9][C:10]1[CH:11]=[C:12]2[C:17](=[CH:18][CH:19]=1)[N:16]([CH2:20][C:21]1[CH:22]=[CH:23][C:24]([F:27])=[CH:25][CH:26]=1)[C:15](=[O:28])[C:14]([C:29]#[N:30])=[C:13]2[N:31]1[CH2:36][CH2:35][N:34]([C:6]([C:2]2[S:1][CH:5]=[CH:4][CH:3]=2)=[O:7])[CH2:33][CH2:32]1. (9) Given the reactants Cl.[CH:2]([C:5]1[CH:6]=[C:7]([C@@H:11]([NH2:13])[CH3:12])[CH:8]=[CH:9][CH:10]=1)([CH3:4])[CH3:3].[Cl:14][C:15]1[CH:35]=[CH:34][C:33]([O:36][C@H:37]([CH:42]([CH3:44])[CH3:43])[C:38]([O:40][CH3:41])=[O:39])=[CH:32][C:16]=1[CH2:17][N:18]1[C:26]2[C:21](=[CH:22][C:23]([C:27](O)=[O:28])=[CH:24][CH:25]=2)[C:20]([CH3:30])=[C:19]1[CH3:31], predict the reaction product. The product is: [Cl:14][C:15]1[CH:35]=[CH:34][C:33]([O:36][C@H:37]([CH:42]([CH3:44])[CH3:43])[C:38]([O:40][CH3:41])=[O:39])=[CH:32][C:16]=1[CH2:17][N:18]1[C:26]2[C:21](=[CH:22][C:23]([C:27](=[O:28])[NH:13][C@H:11]([C:7]3[CH:8]=[CH:9][CH:10]=[C:5]([CH:2]([CH3:4])[CH3:3])[CH:6]=3)[CH3:12])=[CH:24][CH:25]=2)[C:20]([CH3:30])=[C:19]1[CH3:31].